From a dataset of Full USPTO retrosynthesis dataset with 1.9M reactions from patents (1976-2016). Predict the reactants needed to synthesize the given product. (1) Given the product [F:1][C:2]1[C:3]([C@@H:8]([NH:9][C:10]([C:11]2[N:12]=[CH:13][C:14]([O:17][CH2:35][C:34]([OH:37])=[O:33])=[CH:15][CH:16]=2)=[O:18])[C:19]2[CH:24]=[CH:23][C:22]([C:25]([F:28])([F:26])[F:27])=[CH:21][CH:20]=2)=[N:4][CH:5]=[CH:6][CH:7]=1, predict the reactants needed to synthesize it. The reactants are: [F:1][C:2]1[C:3]([C@H:8]([C:19]2[CH:24]=[CH:23][C:22]([C:25]([F:28])([F:27])[F:26])=[CH:21][CH:20]=2)[NH:9][C:10](=[O:18])[C:11]2[CH:16]=[CH:15][C:14]([OH:17])=[CH:13][N:12]=2)=[N:4][CH:5]=[CH:6][CH:7]=1.C([O:33][C:34](=[O:37])[CH2:35]Br)(C)(C)C.C(=O)([O-])[O-].[Cs+].[Cs+]. (2) Given the product [O:35]=[C:30]1[CH2:31][CH2:32][C:33](=[O:34])[N:29]1[O:28][C:71](=[O:73])[C@@H:70]([NH:42][C:24](=[O:26])[CH2:23][CH2:22][CH2:21][CH2:20][CH2:19][CH2:18][CH2:17][CH2:16][CH2:15][CH2:14][CH2:13][CH2:12][CH2:11][CH2:10][C:9]([O:8][CH2:1][C:2]1[CH:3]=[CH:4][CH:5]=[CH:6][CH:7]=1)=[O:27])[CH2:69][CH2:68][C:66]([O:65][CH2:64][C:61]1[CH:62]=[CH:63][CH:58]=[CH:59][CH:60]=1)=[O:67], predict the reactants needed to synthesize it. The reactants are: [CH2:1]([O:8][C:9](=[O:27])[CH2:10][CH2:11][CH2:12][CH2:13][CH2:14][CH2:15][CH2:16][CH2:17][CH2:18][CH2:19][CH2:20][CH2:21][CH2:22][CH2:23][C:24]([OH:26])=O)[C:2]1[CH:7]=[CH:6][CH:5]=[CH:4][CH:3]=1.[OH:28][N:29]1[C:33](=[O:34])[CH2:32][CH2:31][C:30]1=[O:35].C1([N:42]=C=NC2CCCCC2)CCCCC1.C(N(CC)CC)C.[CH:58]1[CH:63]=[CH:62][C:61]([CH2:64][O:65][C:66]([C@@H:68](N)[CH2:69][CH2:70][C:71]([OH:73])=O)=[O:67])=[CH:60][CH:59]=1.CS(O)(=O)=O. (3) Given the product [Br:25][C:26]1[CH:27]=[CH:28][C:29]([I:35])=[C:30]([CH:34]=1)[C:31]([NH2:2])=[O:32], predict the reactants needed to synthesize it. The reactants are: C[N:2](C(ON1N=NC2C=CC=NC1=2)=[N+](C)C)C.F[P-](F)(F)(F)(F)F.[Br:25][C:26]1[CH:27]=[CH:28][C:29]([I:35])=[C:30]([CH:34]=1)[C:31](O)=[O:32].[Cl-].[NH4+].[OH-].[NH4+]. (4) Given the product [CH:1]([N:14]1[CH2:19][CH2:18][N:17]([CH2:20][CH:21]2[O:25][C:24](=[O:26])[N:23]([CH2:27][CH2:54][O:55][C:56]3[CH:61]=[CH:60][CH:59]=[CH:58][CH:57]=3)[CH2:22]2)[CH2:16][CH2:15]1)([C:2]1[CH:3]=[CH:4][CH:5]=[CH:6][CH:7]=1)[C:8]1[CH:9]=[CH:10][CH:11]=[CH:12][CH:13]=1, predict the reactants needed to synthesize it. The reactants are: [CH:1]([N:14]1[CH2:19][CH2:18][N:17]([CH2:20][CH:21]2[O:25][C:24](=[O:26])[N:23]([CH2:27]C3C=CC(F)=CC=3)[CH2:22]2)[CH2:16][CH2:15]1)([C:8]1[CH:13]=[CH:12][CH:11]=[CH:10][CH:9]=1)[C:2]1[CH:7]=[CH:6][CH:5]=[CH:4][CH:3]=1.CC1C=CC(S(OCC2OC(=O)N(C[CH2:54][O:55][C:56]3[CH:61]=[CH:60][CH:59]=[CH:58][CH:57]=3)C2)(=O)=O)=CC=1.CC1C=CC(S(OCC2OC(=O)N(CC3C=CC(F)=CC=3)C2)(=O)=O)=CC=1. (5) Given the product [Cl:1][C:2]1[N:7]=[CH:6][C:5]2[C:8]([O:30][CH2:32][CH2:33][O:34][CH3:35])=[N:9][N:10]([C:11]([C:18]3[CH:23]=[CH:22][CH:21]=[CH:20][CH:19]=3)([C:12]3[CH:13]=[CH:14][CH:15]=[CH:16][CH:17]=3)[C:24]3[CH:25]=[CH:26][CH:27]=[CH:28][CH:29]=3)[C:4]=2[CH:3]=1, predict the reactants needed to synthesize it. The reactants are: [Cl:1][C:2]1[N:7]=[CH:6][C:5]2[C:8](=[O:30])[NH:9][N:10]([C:11]([C:24]3[CH:29]=[CH:28][CH:27]=[CH:26][CH:25]=3)([C:18]3[CH:23]=[CH:22][CH:21]=[CH:20][CH:19]=3)[C:12]3[CH:17]=[CH:16][CH:15]=[CH:14][CH:13]=3)[C:4]=2[CH:3]=1.Br[CH2:32][CH2:33][O:34][CH3:35].C(=O)([O-])[O-].[K+].[K+].